From a dataset of Reaction yield outcomes from USPTO patents with 853,638 reactions. Predict the reaction yield, written as a fraction of the theoretical maximum amount of product (1.0 means a 100% yield; for example, 0.34 means a 34% yield). (1) The reactants are [F:1][C:2]1[CH:7]=[CH:6][CH:5]=[C:4]([F:8])[C:3]=1[C:9]1[O:10][C:11]([C:19]2[S:20][CH:21]=[CH:22][CH:23]=2)=[C:12]([C:14]([O:16]CC)=[O:15])[N:13]=1.[OH-].[K+].Cl. The catalyst is CO. The product is [F:8][C:4]1[CH:5]=[CH:6][CH:7]=[C:2]([F:1])[C:3]=1[C:9]1[O:10][C:11]([C:19]2[S:20][CH:21]=[CH:22][CH:23]=2)=[C:12]([C:14]([OH:16])=[O:15])[N:13]=1. The yield is 0.890. (2) The reactants are Br[C:2]1[CH:7]=[CH:6][N:5]=[C:4]([F:8])[C:3]=1[CH:9]=[O:10].C([Sn](CCCC)(CCCC)[C:16]1[N:17]=[CH:18][N:19]([C:21]([C:34]2[CH:39]=[CH:38][CH:37]=[CH:36][CH:35]=2)([C:28]2[CH:33]=[CH:32][CH:31]=[CH:30][CH:29]=2)[C:22]2[CH:27]=[CH:26][CH:25]=[CH:24][CH:23]=2)[CH:20]=1)CCC. The catalyst is C(#N)C.O. The product is [F:8][C:4]1[C:3]([CH:9]=[O:10])=[C:2]([C:16]2[N:17]=[CH:18][N:19]([C:21]([C:22]3[CH:27]=[CH:26][CH:25]=[CH:24][CH:23]=3)([C:34]3[CH:35]=[CH:36][CH:37]=[CH:38][CH:39]=3)[C:28]3[CH:29]=[CH:30][CH:31]=[CH:32][CH:33]=3)[CH:20]=2)[CH:7]=[CH:6][N:5]=1. The yield is 0.330. (3) The reactants are [C:1]([O:5][C:6](=[O:18])[N:7]([CH2:9][C:10]1[CH:15]=[C:14]([Br:16])[CH:13]=[CH:12][C:11]=1[OH:17])[CH3:8])([CH3:4])([CH3:3])[CH3:2].C([O-])([O-])=O.[K+].[K+].Br[CH2:26][C:27]1[CH:32]=[CH:31][C:30]([Cl:33])=[C:29]([Cl:34])[CH:28]=1. The catalyst is CC#N.CCOC(C)=O.O. The product is [C:1]([O:5][C:6](=[O:18])[N:7]([CH2:9][C:10]1[CH:15]=[C:14]([Br:16])[CH:13]=[CH:12][C:11]=1[O:17][CH2:26][C:27]1[CH:32]=[CH:31][C:30]([Cl:33])=[C:29]([Cl:34])[CH:28]=1)[CH3:8])([CH3:4])([CH3:2])[CH3:3]. The yield is 0.990. (4) The reactants are [OH:1][C:2]1[CH:11]=[C:10]2[C:5]([CH:6]=[CH:7][CH:8]=[C:9]2[NH:12][C:13](=[O:19])[O:14][C:15]([CH3:18])([CH3:17])[CH3:16])=[CH:4][CH:3]=1.C(N(CC)CC)C.[CH3:27][S:28](O[S:28]([CH3:27])(=[O:30])=[O:29])(=[O:30])=[O:29].C(=O)(O)[O-].[Na+]. The catalyst is ClCCl. The product is [CH3:27][S:28]([O:1][C:2]1[CH:3]=[CH:4][C:5]2[C:10](=[C:9]([NH:12][C:13]([O:14][C:15]([CH3:16])([CH3:18])[CH3:17])=[O:19])[CH:8]=[CH:7][CH:6]=2)[CH:11]=1)(=[O:30])=[O:29]. The yield is 0.920. (5) The reactants are Br[C:2]1[C:6]2=[N:7][CH:8]=[CH:9][C:10]([Cl:11])=[C:5]2[S:4][CH:3]=1.[F:12][C:13]1[CH:18]=[C:17]([F:19])[CH:16]=[CH:15][C:14]=1B(O)O.O1CCOCC1.[O-]P([O-])([O-])=O.[K+].[K+].[K+]. The catalyst is O.C1C=CC(P(C2C=CC=CC=2)[C-]2C=CC=C2)=CC=1.C1C=CC(P(C2C=CC=CC=2)[C-]2C=CC=C2)=CC=1.Cl[Pd]Cl.[Fe+2].C(Cl)Cl. The product is [Cl:11][C:10]1[CH:9]=[CH:8][N:7]=[C:6]2[C:2]([C:16]3[CH:15]=[CH:14][C:13]([F:12])=[CH:18][C:17]=3[F:19])=[CH:3][S:4][C:5]=12. The yield is 0.490. (6) No catalyst specified. The reactants are [C:1](Br)#[C:2][CH2:3][CH3:4].[C:6]1([CH:13]=[CH:12][C:10]([OH:11])=[CH:9][CH:8]=1)[OH:7].C([O-])([O-])=O.[K+].[K+]. The yield is 0.250. The product is [CH2:1]([O:7][C:6]1[CH:13]=[CH:12][C:10]([OH:11])=[CH:9][CH:8]=1)[C:2]#[C:3][CH3:4]. (7) The product is [CH3:22][N:20]1[CH:21]=[C:17]([C:14]2[CH:15]=[C:16]3[C:8]([C:6]4[N:7]=[C:2]([N:29]5[CH2:35][CH2:34][CH2:33][CH:32]([NH2:36])[CH2:31][CH2:30]5)[CH:3]=[CH:4][CH:5]=4)=[N:9][NH:10][C:11]3=[CH:12][N:13]=2)[CH:18]=[N:19]1. The reactants are F[C:2]1[N:7]=[C:6]([C:8]2[C:16]3[C:11](=[CH:12][N:13]=[C:14]([C:17]4[CH:18]=[N:19][N:20]([CH3:22])[CH:21]=4)[CH:15]=3)[N:10](C3CCCCO3)[N:9]=2)[CH:5]=[CH:4][CH:3]=1.[NH:29]1[CH2:35][CH2:34][CH2:33][CH:32]([NH:36]C(=O)OC(C)(C)C)[CH2:31][CH2:30]1. The yield is 0.471. No catalyst specified. (8) The reactants are [CH3:1][O:2][C:3](=[O:21])[C:4]1[CH:9]=[C:8]([N+:10]([O-])=O)[CH:7]=[C:6]([N:13]2[CH:18]=[CH:17][C:16]([CH3:19])=[CH:15][C:14]2=[O:20])[CH:5]=1.Cl[Sn]Cl. The catalyst is CO. The product is [CH3:1][O:2][C:3](=[O:21])[C:4]1[CH:5]=[C:6]([N:13]2[CH:18]=[CH:17][C:16]([CH3:19])=[CH:15][C:14]2=[O:20])[CH:7]=[C:8]([NH2:10])[CH:9]=1. The yield is 1.00.